This data is from CYP2D6 inhibition data for predicting drug metabolism from PubChem BioAssay. The task is: Regression/Classification. Given a drug SMILES string, predict its absorption, distribution, metabolism, or excretion properties. Task type varies by dataset: regression for continuous measurements (e.g., permeability, clearance, half-life) or binary classification for categorical outcomes (e.g., BBB penetration, CYP inhibition). Dataset: cyp2d6_veith. The drug is Cc1cccc(-c2nnc(SCc3ccccc3)o2)c1. The result is 0 (non-inhibitor).